Dataset: Forward reaction prediction with 1.9M reactions from USPTO patents (1976-2016). Task: Predict the product of the given reaction. (1) Given the reactants [Cl:1][C:2]1[CH:10]=[CH:9][CH:8]=[CH:7][C:3]=1[C:4](Cl)=[O:5].[NH2:11][C:12]1[S:13][CH:14]=[C:15]([C:17]([O:19][CH2:20][CH3:21])=[O:18])[N:16]=1.N1C=CC=CC=1.O, predict the reaction product. The product is: [Cl:1][C:2]1[CH:10]=[CH:9][CH:8]=[CH:7][C:3]=1[C:4]([NH:11][C:12]1[S:13][CH:14]=[C:15]([C:17]([O:19][CH2:20][CH3:21])=[O:18])[N:16]=1)=[O:5]. (2) Given the reactants Br[C:2]1[CH:7]=[CH:6][C:5]([C:8]2[N:9]([CH2:14][C@@H:15]3[CH2:19][CH2:18][N:17]([C:20]([CH:22]4[CH2:24][CH2:23]4)=[O:21])[CH2:16]3)[C:10](=[O:13])[NH:11][N:12]=2)=[C:4]([CH3:25])[CH:3]=1.[CH3:26][N:27]([CH3:41])[S:28]([NH:31][C:32]1[CH:33]=[C:34](B(O)O)[CH:35]=[CH:36][CH:37]=1)(=[O:30])=[O:29].C([O-])([O-])=O.[K+].[K+].C([O-])(O)=O.[Na+], predict the reaction product. The product is: [CH:22]1([C:20]([N:17]2[CH2:18][CH2:19][C@@H:15]([CH2:14][N:9]3[C:10](=[O:13])[NH:11][N:12]=[C:8]3[C:5]3[CH:6]=[CH:7][C:2]([C:36]4[CH:35]=[CH:34][CH:33]=[C:32]([NH:31][S:28]([N:27]([CH3:41])[CH3:26])(=[O:30])=[O:29])[CH:37]=4)=[CH:3][C:4]=3[CH3:25])[CH2:16]2)=[O:21])[CH2:24][CH2:23]1. (3) Given the reactants [Cl:1][C:2]1[C:10]2[N:9]=[C:8]3[N:11]([C:15]4[C:20]([Cl:21])=[CH:19][C:18]([Cl:22])=[CH:17][C:16]=4[Cl:23])[CH2:12][CH2:13][CH2:14][N:7]3[C:6]=2[C:5]([CH:24](O)[C:25]([F:28])([F:27])[F:26])=[CH:4][CH:3]=1.S(Cl)([Cl:32])=O.CN(C)C=O, predict the reaction product. The product is: [Cl:1][C:2]1[C:10]2[N:9]=[C:8]3[N:11]([C:15]4[C:20]([Cl:21])=[CH:19][C:18]([Cl:22])=[CH:17][C:16]=4[Cl:23])[CH2:12][CH2:13][CH2:14][N:7]3[C:6]=2[C:5]([CH:24]([Cl:32])[C:25]([F:28])([F:27])[F:26])=[CH:4][CH:3]=1. (4) The product is: [Cl:18][C:10]1[CH:11]=[CH:12][C:13]2[O:14][CH2:15][O:16][C:17]=2[C:9]=1[N:8]([C:6]1[CH:5]=[CH:4][N:3]=[C:2]([Cl:1])[N:7]=1)[CH2:24][CH2:23][N:22]([CH3:26])[CH3:21]. Given the reactants [Cl:1][C:2]1[N:7]=[C:6]([NH:8][C:9]2[C:17]3[O:16][CH2:15][O:14][C:13]=3[CH:12]=[CH:11][C:10]=2[Cl:18])[CH:5]=[CH:4][N:3]=1.[H-].[Na+].[CH3:21][N:22]([CH3:26])[CH2:23][CH2:24]Cl, predict the reaction product. (5) Given the reactants ClCCl.[C:4]([O:8][C:9](=[O:25])[NH:10][C@H:11]1[CH2:24][C:14]2[NH:15][C:16]3[CH:17]=[CH:18][C:19]([C:22]#N)=[CH:20][C:21]=3[C:13]=2[CH2:12]1)([CH3:7])([CH3:6])[CH3:5].[H-].C([Al+]CC(C)C)C(C)C.C(C(C(C([O-])=O)O)O)([O-])=[O:37].[Na+].[Na+], predict the reaction product. The product is: [C:4]([O:8][C:9](=[O:25])[NH:10][C@H:11]1[CH2:24][C:14]2[NH:15][C:16]3[CH:17]=[CH:18][C:19]([CH:22]=[O:37])=[CH:20][C:21]=3[C:13]=2[CH2:12]1)([CH3:7])([CH3:6])[CH3:5]. (6) Given the reactants [CH2:1]([C:3]([C:13]1[C:21]2[C:16](=[C:17]([NH2:22])[CH:18]=[CH:19][CH:20]=2)[NH:15][CH:14]=1)([C:6]1[CH:11]=[CH:10][C:9]([F:12])=[CH:8][CH:7]=1)[CH2:4][CH3:5])[CH3:2].[C:23]1([S:29](Cl)(=[O:31])=[O:30])[CH:28]=[CH:27][CH:26]=[CH:25][CH:24]=1.N1C=CC=CC=1.C(=O)(O)[O-].[Na+], predict the reaction product. The product is: [CH2:1]([C:3]([C:13]1[C:21]2[C:16](=[C:17]([NH:22][S:29]([C:23]3[CH:28]=[CH:27][CH:26]=[CH:25][CH:24]=3)(=[O:31])=[O:30])[CH:18]=[CH:19][CH:20]=2)[NH:15][CH:14]=1)([C:6]1[CH:7]=[CH:8][C:9]([F:12])=[CH:10][CH:11]=1)[CH2:4][CH3:5])[CH3:2]. (7) Given the reactants [Br:1][C:2]1[CH:3]=[C:4]2[N:10]=[C:9]([CH2:11][Cl:12])[NH:8][C:5]2=[N:6][CH:7]=1.[CH2:13]([P:17]([CH2:22][CH2:23][CH2:24][CH3:25])[CH2:18][CH2:19][CH2:20][CH3:21])[CH2:14][CH2:15][CH3:16], predict the reaction product. The product is: [Cl-:12].[Br:1][C:2]1[CH:3]=[C:4]2[N:10]=[C:9]([CH2:11][P+:17]([CH2:18][CH2:19][CH2:20][CH3:21])([CH2:22][CH2:23][CH2:24][CH3:25])[CH2:13][CH2:14][CH2:15][CH3:16])[NH:8][C:5]2=[N:6][CH:7]=1.